From a dataset of Catalyst prediction with 721,799 reactions and 888 catalyst types from USPTO. Predict which catalyst facilitates the given reaction. (1) Reactant: C(OC([N:8]1[CH2:14][CH2:13][CH2:12][N:11]([C:15](=[O:34])[C:16]2[CH:21]=[C:20]([CH:22]([O:24][C:25]3[CH:29]=[CH:28][S:27][C:26]=3[C:30](=[O:32])[NH2:31])[CH3:23])[CH:19]=[CH:18][C:17]=2[F:33])[CH2:10][CH2:9]1)=O)(C)(C)C.FC(F)(F)C(O)=O. Product: [N:11]1([C:15]([C:16]2[CH:21]=[C:20]([CH:22]([O:24][C:25]3[CH:29]=[CH:28][S:27][C:26]=3[C:30]([NH2:31])=[O:32])[CH3:23])[CH:19]=[CH:18][C:17]=2[F:33])=[O:34])[CH2:12][CH2:13][CH2:14][NH:8][CH2:9][CH2:10]1. The catalyst class is: 2. (2) Reactant: [Cl:1][C:2]1[CH:3]=[C:4]([C@H:9]([CH2:21][CH:22]=O)[CH2:10][N:11]([CH3:20])[C:12](=[O:19])[C:13]2[CH:18]=[CH:17][CH:16]=[CH:15][CH:14]=2)[CH:5]=[CH:6][C:7]=1[Cl:8].Cl.[CH3:25][N:26]([CH3:41])[C:27]([C:29]1([N:35]2[CH2:40][CH2:39][NH:38][CH2:37][CH2:36]2)[CH2:34][CH2:33][CH2:32][CH2:31][CH2:30]1)=[O:28].C([O-])(=O)C.[Na+].C(O[BH-](OC(=O)C)OC(=O)C)(=O)C.[Na+]. Product: [Cl:1][C:2]1[CH:3]=[C:4]([C@H:9]([CH2:21][CH2:22][N:38]2[CH2:37][CH2:36][N:35]([C:29]3([C:27]([N:26]([CH3:41])[CH3:25])=[O:28])[CH2:34][CH2:33][CH2:32][CH2:31][CH2:30]3)[CH2:40][CH2:39]2)[CH2:10][N:11]([CH3:20])[C:12](=[O:19])[C:13]2[CH:14]=[CH:15][CH:16]=[CH:17][CH:18]=2)[CH:5]=[CH:6][C:7]=1[Cl:8]. The catalyst class is: 559. (3) Reactant: [CH2:1]([C:5]1[N:6]=[C:7]([CH3:27])[NH:8][C:9](=[O:26])[C:10]=1[CH2:11][C:12]1[CH:17]=[CH:16][C:15]([C:18]2[C:19]([C:24]#[N:25])=[CH:20][CH:21]=[CH:22][CH:23]=2)=[CH:14][CH:13]=1)[CH2:2][CH2:3][CH3:4].[CH3:28][C:29]1([CH3:41])[CH2:33][C:32]2[CH:34]=[C:35](B(O)O)[CH:36]=[CH:37][C:31]=2[O:30]1.C(N(CC)CC)C.N1C=CC=CC=1. Product: [CH2:1]([C:5]1[N:6]=[C:7]([CH3:27])[N:8]([C:35]2[CH:36]=[CH:37][C:31]3[O:30][C:29]([CH3:28])([CH3:41])[CH2:33][C:32]=3[CH:34]=2)[C:9](=[O:26])[C:10]=1[CH2:11][C:12]1[CH:17]=[CH:16][C:15]([C:18]2[C:19]([C:24]#[N:25])=[CH:20][CH:21]=[CH:22][CH:23]=2)=[CH:14][CH:13]=1)[CH2:2][CH2:3][CH3:4]. The catalyst class is: 297. (4) The catalyst class is: 68. Product: [CH2:1]([O:3][C:4](=[O:15])[C:5]([OH:14])([C:10]([F:13])([F:12])[F:11])[CH2:6][C:7]([C:21]1[C:20]2[O:16][CH2:17][CH2:18][C:19]=2[CH:24]=[CH:23][CH:22]=1)([CH3:9])[CH3:8])[CH3:2]. Reactant: [CH2:1]([O:3][C:4](=[O:15])[C:5]([OH:14])([C:10]([F:13])([F:12])[F:11])[CH2:6][C:7]([CH3:9])=[CH2:8])[CH3:2].[O:16]1[C:20]2[CH:21]=[CH:22][CH:23]=[CH:24][C:19]=2[CH2:18][CH2:17]1.[Al+3].[Cl-].[Cl-].[Cl-]. (5) Reactant: [O:1]=[C:2]1[CH:7]([C:8]([O:10][CH2:11][CH3:12])=[O:9])[CH2:6][CH2:5][N:4]([C:13]([O:15][C:16]([CH3:19])([CH3:18])[CH3:17])=[O:14])[CH2:3]1.CCN(C(C)C)C(C)C.[O:29](S(C(F)(F)F)(=O)=O)[S:30]([C:33]([F:36])([F:35])[F:34])(=O)=[O:31]. Product: [F:34][C:33]([F:36])([F:35])[S:30]([O:1][C:2]1[CH2:3][N:4]([C:13]([O:15][C:16]([CH3:18])([CH3:17])[CH3:19])=[O:14])[CH2:5][CH2:6][C:7]=1[C:8]([O:10][CH2:11][CH3:12])=[O:9])(=[O:31])=[O:29]. The catalyst class is: 2.